Dataset: Retrosynthesis with 50K atom-mapped reactions and 10 reaction types from USPTO. Task: Predict the reactants needed to synthesize the given product. (1) Given the product CCS(=O)(=O)c1ccc(Oc2c(C)c(C=O)cc3ccc(F)cc23)cc1, predict the reactants needed to synthesize it. The reactants are: CCS(=O)(=O)c1ccc(F)cc1.Cc1c(C=O)cc2ccc(F)cc2c1O. (2) Given the product O=C(O)CNC(=O)c1c(O)c(-c2cccs2)cc2nc(-c3cccs3)cnc12, predict the reactants needed to synthesize it. The reactants are: CCOC(=O)CNC(=O)c1c(O)c(-c2cccs2)cc2nc(-c3cccs3)cnc12. (3) The reactants are: COC(=O)c1ccc(NC(=O)CCN2CCN(C)CC2)cc1. Given the product CN1CCN(CCC(=O)Nc2ccc(C(=O)O)cc2)CC1, predict the reactants needed to synthesize it. (4) Given the product NC(=O)c1nn(-c2c(Cl)cc(C(F)(F)F)cc2Cl)c(N)c1SC(F)(F)F, predict the reactants needed to synthesize it. The reactants are: N.Nc1c(SC(F)(F)F)c(C(=O)O)nn1-c1c(Cl)cc(C(F)(F)F)cc1Cl. (5) Given the product CCNC(=O)Nc1ccc(-c2nc(CO)cc(N3CCOC[C@@H]3C)n2)cc1, predict the reactants needed to synthesize it. The reactants are: CCNC(=O)Nc1ccc(-c2nc(CO[Si](C)(C)C(C)(C)C)cc(N3CCOC[C@@H]3C)n2)cc1. (6) Given the product O=C(OCC(=O)N1CCC1)c1cc2occc2[nH]1, predict the reactants needed to synthesize it. The reactants are: O=C(CCl)N1CCC1.O=C([O-])c1cc2occc2[nH]1.